Task: Predict the product of the given reaction.. Dataset: Forward reaction prediction with 1.9M reactions from USPTO patents (1976-2016) (1) Given the reactants [Cl:1][C:2]1[CH:7]=[CH:6][CH:5]=[C:4]([Cl:8])[C:3]=1[N:9]1[C:14](=[O:15])[CH2:13][CH2:12][CH:11]([C:16]([O:18][CH2:19][CH3:20])=[O:17])[CH:10]1O.C(N(CC)CC)C.CS(Cl)(=O)=O.Cl, predict the reaction product. The product is: [Cl:1][C:2]1[CH:7]=[CH:6][CH:5]=[C:4]([Cl:8])[C:3]=1[N:9]1[C:14](=[O:15])[CH2:13][CH2:12][C:11]([C:16]([O:18][CH2:19][CH3:20])=[O:17])=[CH:10]1. (2) Given the reactants [F:1][C:2]([F:27])([F:26])[C:3]([N:5]([CH2:15][C:16]1([C:22]([O:24][CH3:25])=[O:23])[CH2:21][CH2:20][NH:19][CH2:18][CH2:17]1)[C@H:6]1[CH2:8][C@@H:7]1[C:9]1[CH:14]=[CH:13][CH:12]=[CH:11][CH:10]=1)=[O:4].C=O.[C:30](O)(=O)C.C(O[BH-](OC(=O)C)OC(=O)C)(=O)C.[Na+], predict the reaction product. The product is: [CH3:30][N:19]1[CH2:20][CH2:21][C:16]([CH2:15][N:5]([C@@H:6]2[CH2:8][C@H:7]2[C:9]2[CH:14]=[CH:13][CH:12]=[CH:11][CH:10]=2)[C:3](=[O:4])[C:2]([F:1])([F:26])[F:27])([C:22]([O:24][CH3:25])=[O:23])[CH2:17][CH2:18]1. (3) Given the reactants [F:1][C:2]1[CH:3]=[C:4]([CH:8]=[CH:9][C:10]=1[N+:11]([O-:13])=[O:12])[C:5](O)=[O:6].Cl.[CH3:15][N:16](C)CCCN=C=NCC.CN, predict the reaction product. The product is: [CH3:15][NH:16][C:5](=[O:6])[C:4]1[CH:8]=[CH:9][C:10]([N+:11]([O-:13])=[O:12])=[C:2]([F:1])[CH:3]=1. (4) The product is: [CH3:1][C:2]1[O:6][C:5]([C:7]2[CH:8]=[CH:9][C:10]([C:11]([NH:65][CH2:64][C:60]3[CH:59]=[N:58][CH:63]=[CH:62][CH:61]=3)=[O:13])=[CH:14][CH:15]=2)=[N:4][C:3]=1[CH2:16][S:17]([C:20]1[CH:25]=[CH:24][C:23]([C:26]([F:29])([F:28])[F:27])=[CH:22][CH:21]=1)(=[O:18])=[O:19]. Given the reactants [CH3:1][C:2]1[O:6][C:5]([C:7]2[CH:15]=[CH:14][C:10]([C:11]([OH:13])=O)=[CH:9][CH:8]=2)=[N:4][C:3]=1[CH2:16][S:17]([C:20]1[CH:25]=[CH:24][C:23]([C:26]([F:29])([F:28])[F:27])=[CH:22][CH:21]=1)(=[O:19])=[O:18].CCN=C=NCCCN(C)C.C1C=CC2N(O)N=NC=2C=1.C(N(CC)CC)C.[N:58]1[CH:63]=[CH:62][CH:61]=[C:60]([CH2:64][NH2:65])[CH:59]=1, predict the reaction product. (5) Given the reactants [O:1]1[CH2:4][CH:3]([N:5]2[CH2:10][CH2:9][NH:8][CH2:7][CH2:6]2)[CH2:2]1.C(=O)([O-])[O-].[K+].[K+].F[C:18]1[CH:23]=[CH:22][C:21]([N+:24]([O-:26])=[O:25])=[CH:20][CH:19]=1, predict the reaction product. The product is: [N+:24]([C:21]1[CH:22]=[CH:23][C:18]([N:8]2[CH2:9][CH2:10][N:5]([CH:3]3[CH2:4][O:1][CH2:2]3)[CH2:6][CH2:7]2)=[CH:19][CH:20]=1)([O-:26])=[O:25]. (6) Given the reactants [F:1][CH:2]([F:31])[O:3][C:4]1[N:8]([CH3:9])[N:7]=[C:6]([C:10]([F:13])([F:12])[F:11])[C:5]=1[C:14]1[C:23](=[O:24])[NH:22][C:17]2=[N:18][CH:19]=[CH:20][N:21]=[C:16]2[C:15]=1[O:25][C:26](=[O:30])[CH:27]([CH3:29])[CH3:28].O([CH2:40][CH:41]([F:43])[F:42])S(C(F)(F)F)(=O)=O.CCN(C(C)C)C(C)C.O, predict the reaction product. The product is: [F:31][CH:2]([F:1])[O:3][C:4]1[N:8]([CH3:9])[N:7]=[C:6]([C:10]([F:12])([F:13])[F:11])[C:5]=1[C:14]1[C:23](=[O:24])[N:22]([CH2:40][CH:41]([F:43])[F:42])[C:17]2=[N:18][CH:19]=[CH:20][N:21]=[C:16]2[C:15]=1[O:25][C:26](=[O:30])[CH:27]([CH3:28])[CH3:29]. (7) The product is: [CH2:24]([C:19]([NH:18][C:15]([C:7]1[CH:6]=[N:5][C:4]([CH:1]2[CH2:2][CH2:3]2)=[C:9]([O:10][CH2:11][CH:12]2[CH2:13][CH2:14]2)[N:8]=1)=[O:17])([C:20](=[O:21])[NH:22][CH3:23])[CH2:26][CH3:27])[CH3:25]. Given the reactants [CH:1]1([C:4]2[N:5]=[CH:6][C:7]([C:15]([OH:17])=O)=[N:8][C:9]=2[O:10][CH2:11][CH:12]2[CH2:14][CH2:13]2)[CH2:3][CH2:2]1.[NH2:18][C:19]([CH2:26][CH3:27])([CH2:24][CH3:25])[C:20]([NH:22][CH3:23])=[O:21], predict the reaction product.